Dataset: Full USPTO retrosynthesis dataset with 1.9M reactions from patents (1976-2016). Task: Predict the reactants needed to synthesize the given product. (1) Given the product [Cl:1][C:2]1[CH:3]=[CH:4][C:5]2[N:11]3[C:12]([C:15]([F:18])([F:17])[CH3:16])=[N:13][N:14]=[C:10]3[C@@H:9]([CH2:19][C:20]([OH:22])=[O:21])[O:8][C@H:7]([C:25]3[CH:30]=[CH:29][CH:28]=[C:27]([O:31][CH3:32])[C:26]=3[O:33][CH3:34])[C:6]=2[CH:35]=1, predict the reactants needed to synthesize it. The reactants are: [Cl:1][C:2]1[CH:3]=[CH:4][C:5]2[N:11]3[C:12]([C:15]([F:18])([F:17])[CH3:16])=[N:13][N:14]=[C:10]3[C@@H:9]([CH2:19][C:20]([O:22]CC)=[O:21])[O:8][C@H:7]([C:25]3[CH:30]=[CH:29][CH:28]=[C:27]([O:31][CH3:32])[C:26]=3[O:33][CH3:34])[C:6]=2[CH:35]=1.Cl. (2) Given the product [Br-:13].[C:17]([CH2:16][CH2:15][CH2:14][N+:3]1[C:4]2[C:9](=[CH:8][CH:7]=[CH:6][CH:5]=2)[C:10]([CH3:12])([CH3:11])[C:2]=1[CH3:1])([OH:19])=[O:18], predict the reactants needed to synthesize it. The reactants are: [CH3:1][C:2]1[C:10]([CH3:12])([CH3:11])[C:9]2[C:4](=[CH:5][CH:6]=[CH:7][CH:8]=2)[N:3]=1.[Br:13][CH2:14][CH2:15][CH2:16][C:17]([OH:19])=[O:18].